Regression. Given a peptide amino acid sequence and an MHC pseudo amino acid sequence, predict their binding affinity value. This is MHC class I binding data. From a dataset of Peptide-MHC class I binding affinity with 185,985 pairs from IEDB/IMGT. (1) The peptide sequence is AINKCVDIFT. The MHC is HLA-A02:02 with pseudo-sequence HLA-A02:02. The binding affinity (normalized) is 0.0631. (2) The peptide sequence is LPVFATIGL. The MHC is HLA-B40:01 with pseudo-sequence HLA-B40:01. The binding affinity (normalized) is 0.0847. (3) The peptide sequence is RPMSASRPA. The MHC is HLA-B35:01 with pseudo-sequence HLA-B35:01. The binding affinity (normalized) is 0.435. (4) The peptide sequence is RFNAIWFNH. The MHC is HLA-B18:01 with pseudo-sequence HLA-B18:01. The binding affinity (normalized) is 0.0847. (5) The peptide sequence is RRYQIAQYK. The MHC is HLA-A68:02 with pseudo-sequence HLA-A68:02. The binding affinity (normalized) is 0.0847. (6) The peptide sequence is APRTVALTA. The MHC is HLA-A03:01 with pseudo-sequence HLA-A03:01. The binding affinity (normalized) is 0.0847.